This data is from Full USPTO retrosynthesis dataset with 1.9M reactions from patents (1976-2016). The task is: Predict the reactants needed to synthesize the given product. (1) Given the product [Cl:12][C:13]1[CH:14]=[C:15]([CH:23]=[CH:24][C:25]=1[Cl:26])[O:16][CH:6]1[CH2:7][CH2:29][N:28]([CH2:27][C@H:3]([OH:10])[CH2:4][N:2]2[C:3](=[O:10])[C:4]3[C:9](=[CH:8][CH:7]=[CH:6][CH:5]=3)[C:1]2=[O:11])[CH2:30][CH2:5]1, predict the reactants needed to synthesize it. The reactants are: [C:1]1(=[O:11])[C:9]2[C:4](=[CH:5][CH:6]=[CH:7][CH:8]=2)[C:3](=[O:10])[NH:2]1.[Cl:12][C:13]1[CH:14]=[C:15]([CH:23]=[CH:24][C:25]=1[Cl:26])[O:16]N1CCCCC1.[CH3:27][N:28]([CH:30]=O)[CH3:29]. (2) The reactants are: Cl[C:2]1[N:7]([CH3:8])[C:6](=[O:9])[CH:5]=[C:4]([C:10]2[CH:15]=[CH:14][N:13]=[CH:12][N:11]=2)[N:3]=1.C([N:18]([CH2:21][CH3:22])[CH2:19][CH3:20])C. Given the product [CH3:8][N:7]1[C:6](=[O:9])[CH:5]=[C:4]([C:10]2[CH:15]=[CH:14][N:13]=[CH:12][N:11]=2)[N:3]=[C:2]1[N:18]1[C@@H:19]2[CH2:20][CH2:10][CH2:4][CH2:5][C@H:6]2[O:9][CH2:22][CH2:21]1, predict the reactants needed to synthesize it. (3) Given the product [I:1][C:2]1[C:3]([O:12][CH2:14][C:15]#[N:16])=[CH:4][C:5]2[C:10]([CH:11]=1)=[CH:9][CH:8]=[CH:7][CH:6]=2, predict the reactants needed to synthesize it. The reactants are: [I:1][C:2]1[C:3]([OH:12])=[CH:4][C:5]2[C:10]([CH:11]=1)=[CH:9][CH:8]=[CH:7][CH:6]=2.Br[CH2:14][C:15]#[N:16].C(=O)([O-])[O-].[K+].[K+]. (4) Given the product [ClH:27].[ClH:27].[ClH:27].[CH:14]([N:12]1[CH2:11][CH:10]([NH:9][NH2:8])[CH2:13]1)([C:21]1[CH:26]=[CH:25][CH:24]=[CH:23][CH:22]=1)[C:15]1[CH:20]=[CH:19][CH:18]=[CH:17][CH:16]=1, predict the reactants needed to synthesize it. The reactants are: C(OC([NH:8][NH:9][CH:10]1[CH2:13][N:12]([CH:14]([C:21]2[CH:26]=[CH:25][CH:24]=[CH:23][CH:22]=2)[C:15]2[CH:20]=[CH:19][CH:18]=[CH:17][CH:16]=2)[CH2:11]1)=O)(C)(C)C.[ClH:27]. (5) Given the product [C:10]([C:14]1[CH:19]=[CH:18][C:17]([S:20]([NH:9][C:4]2[CH:5]=[CH:6][CH:7]=[CH:8][C:3]=2[O:2][CH3:1])(=[O:22])=[O:21])=[CH:16][CH:15]=1)([CH3:13])([CH3:11])[CH3:12], predict the reactants needed to synthesize it. The reactants are: [CH3:1][O:2][C:3]1[C:4]([NH2:9])=[CH:5][CH:6]=[CH:7][CH:8]=1.[C:10]([C:14]1[CH:19]=[CH:18][C:17]([S:20](Cl)(=[O:22])=[O:21])=[CH:16][CH:15]=1)([CH3:13])([CH3:12])[CH3:11]. (6) Given the product [CH2:11]([CH:15]1[O:19][C:18](=[O:20])[NH:17][C:16]1=[O:21])[CH2:12][CH2:13][CH3:14], predict the reactants needed to synthesize it. The reactants are: OC(CCCC)C(N)=O.[Na].[CH2:11]([CH:15]1[O:19][C:18](=[O:20])[NH:17][C:16]1=[O:21])[CH2:12][CH2:13][CH3:14]. (7) Given the product [C:17]1([C:48]2[CH:47]=[CH:28][C:27]([CH:25]([NH:13][C:14]([NH:16][C:17]3[CH:18]=[C:19]([Cl:24])[CH:20]=[C:21]([Cl:23])[CH:22]=3)=[O:15])[C:26]3[CH:31]=[CH:30][C:29]([CH:32]([O:39][C:44](=[O:46])[CH3:45])[CH2:33][C:34]4[N:35]=[N:36][NH:37][N:38]=4)=[CH:28][CH:27]=3)=[CH:26][CH:25]=2)[CH2:22][CH2:21][CH2:20][CH2:19][CH:18]=1, predict the reactants needed to synthesize it. The reactants are: C1(C2C=CC([N:13]([CH2:25][C:26]3[CH:31]=[CH:30][C:29]([CH:32]([OH:39])[CH2:33][C:34]4[N:35]=[N:36][NH:37][N:38]=4)=[CH:28][CH:27]=3)[C:14]([NH:16][C:17]3[CH:22]=[C:21]([Cl:23])[CH:20]=[C:19]([Cl:24])[CH:18]=3)=[O:15])=CC=2)CCCCC=1.C(O[C:44](=[O:46])[CH3:45])(=O)C.[CH2:47](O)[CH3:48]. (8) Given the product [CH3:1][O:2][C:3]1[CH:4]=[CH:5][C:6]([C:7]([NH:9][C:10]2[C:19]([C:20]#[N:21])=[C:18]([NH:22][CH2:23][C:24]3[S:25][CH:26]=[CH:27][CH:28]=3)[C:17]3[C:12](=[CH:13][CH:14]=[C:15]([N:29]([CH3:30])[CH3:31])[CH:16]=3)[N:11]=2)=[O:8])=[CH:42][CH:43]=1, predict the reactants needed to synthesize it. The reactants are: [CH3:1][O:2][C:3]1[CH:43]=[CH:42][C:6]([C:7]([N:9](C(=O)C2C=CC(OC)=CC=2)[C:10]2[C:19]([C:20]#[N:21])=[C:18]([NH:22][CH2:23][C:24]3[S:25][CH:26]=[CH:27][CH:28]=3)[C:17]3[C:12](=[CH:13][CH:14]=[C:15]([N:29]([CH3:31])[CH3:30])[CH:16]=3)[N:11]=2)=[O:8])=[CH:5][CH:4]=1.C(O)(=O)C.C(=O)([O-])O.[Na+]. (9) Given the product [Cl:22][C:17]1[CH:16]=[C:15]([C:13]2[N:14]=[C:10]([C:8]3[CH:7]=[CH:6][C:5]([C:30]4[CH:29]=[N:28][C:27]([O:26][CH3:25])=[N:32][CH:31]=4)=[C:4]([CH:9]=3)[C:3]([OH:2])=[O:24])[S:11][CH:12]=2)[CH:20]=[CH:19][C:18]=1[Cl:21], predict the reactants needed to synthesize it. The reactants are: C[O:2][C:3](=[O:24])[C:4]1[CH:9]=[C:8]([C:10]2[S:11][CH:12]=[C:13]([C:15]3[CH:20]=[CH:19][C:18]([Cl:21])=[C:17]([Cl:22])[CH:16]=3)[N:14]=2)[CH:7]=[CH:6][C:5]=1Br.[CH3:25][O:26][C:27]1[N:32]=[CH:31][C:30](B(O)O)=[CH:29][N:28]=1.